This data is from Blood-brain barrier permeability classification from the B3DB database. The task is: Regression/Classification. Given a drug SMILES string, predict its absorption, distribution, metabolism, or excretion properties. Task type varies by dataset: regression for continuous measurements (e.g., permeability, clearance, half-life) or binary classification for categorical outcomes (e.g., BBB penetration, CYP inhibition). Dataset: b3db_classification. (1) The molecule is OCCOCCN1CCN(C(c2ccccc2)c2ccc(Cl)cc2)CC1. The result is 1 (penetrates BBB). (2) The drug is CCCN1C[C@@H](NS(=O)(=O)N(CC)CC)C[C@@H]2Cc3c(O)cccc3C[C@@H]21. The result is 1 (penetrates BBB). (3) The drug is CC1(Cn2ccnn2)C(C(=O)O)N2C(=O)CC2S1(=O)=O. The result is 0 (does not penetrate BBB). (4) The compound is CCCOC(=O)N1CCN(C(=O)Cc2ccc(Cl)c(Cl)c2)[C@@H](CN2CCCC2)C1. The result is 1 (penetrates BBB). (5) The result is 0 (does not penetrate BBB). The drug is COc1ccc2c(c1)[C@@H](CC(=O)O)[C@H](C)N2C(=O)c1ccc(Cl)cc1. (6) The compound is C[C@@]12CCC3=C4CCC(=O)C=C4CC[C@@H]3[C@H]1CC[C@]2(O)CC#N. The result is 1 (penetrates BBB).